Regression. Given a peptide amino acid sequence and an MHC pseudo amino acid sequence, predict their binding affinity value. This is MHC class II binding data. From a dataset of Peptide-MHC class II binding affinity with 134,281 pairs from IEDB. (1) The peptide sequence is KLNKFVSPKSVVGNF. The MHC is DRB3_0101 with pseudo-sequence DRB3_0101. The binding affinity (normalized) is 0.173. (2) The peptide sequence is AFKVAATAANAYPAN. The MHC is DRB1_0901 with pseudo-sequence DRB1_0901. The binding affinity (normalized) is 0.804. (3) The peptide sequence is TPGLFIQNTSPVDLC. The MHC is DRB1_0701 with pseudo-sequence DRB1_0701. The binding affinity (normalized) is 0.619. (4) The peptide sequence is INEPTAAAIALGLDR. The MHC is HLA-DQA10102-DQB10602 with pseudo-sequence HLA-DQA10102-DQB10602. The binding affinity (normalized) is 0.719.